Dataset: Forward reaction prediction with 1.9M reactions from USPTO patents (1976-2016). Task: Predict the product of the given reaction. (1) Given the reactants Br[C:2]1[CH:11]=[CH:10][C:9]([O:12][CH3:13])=[C:8]2[C:3]=1[CH:4]=[CH:5][C:6]([CH3:14])=[N:7]2.C([Li])CCC.CCCCCC.[C:26](O[C:26](=[O:29])[CH2:27][CH3:28])(=[O:29])[CH2:27][CH3:28].[Cl-].[NH4+], predict the reaction product. The product is: [CH3:13][O:12][C:9]1[CH:10]=[CH:11][C:2]([C:26](=[O:29])[CH2:27][CH3:28])=[C:3]2[C:8]=1[N:7]=[C:6]([CH3:14])[CH:5]=[CH:4]2. (2) Given the reactants [C:1]([C:4]1[C:5]([C:24]([C:26]2[CH:27]=[C:28]([CH:31]=[C:32]([CH3:34])[CH:33]=2)[C:29]#[N:30])=[O:25])=[N:6][C:7]([O:17]CC[Si](C)(C)C)=[N:8][C:9]=1[O:10]CC[Si](C)(C)C)([CH3:3])=[CH2:2].C(O)(C(F)(F)F)=O, predict the reaction product. The product is: [C:1]([C:4]1[C:9](=[O:10])[NH:8][C:7](=[O:17])[NH:6][C:5]=1[C:24]([C:26]1[CH:27]=[C:28]([CH:31]=[C:32]([CH3:34])[CH:33]=1)[C:29]#[N:30])=[O:25])([CH3:3])=[CH2:2]. (3) Given the reactants [C:1]([O:5][C:6](=[O:13])[N:7]([CH:9]1[CH2:12][NH:11][CH2:10]1)[CH3:8])([CH3:4])([CH3:3])[CH3:2].[Cl:14][C:15]1[CH:20]=[C:19](Cl)[N:18]=[CH:17][N:16]=1, predict the reaction product. The product is: [Cl:14][C:15]1[N:16]=[CH:17][N:18]=[C:19]([N:11]2[CH2:12][CH:9]([N:7]([CH3:8])[C:6](=[O:13])[O:5][C:1]([CH3:4])([CH3:2])[CH3:3])[CH2:10]2)[CH:20]=1. (4) Given the reactants [NH:1]1[CH:5]=[CH:4][N:3]=[N:2]1.I[C:7]1[CH:12]=[CH:11][CH:10]=[CH:9][CH:8]=1, predict the reaction product. The product is: [C:7]1([N:2]2[N:3]=[CH:4][CH:5]=[N:1]2)[CH:12]=[CH:11][CH:10]=[CH:9][CH:8]=1.[C:7]1([N:1]2[CH:5]=[CH:4][N:3]=[N:2]2)[CH:12]=[CH:11][CH:10]=[CH:9][CH:8]=1.